From a dataset of Reaction yield outcomes from USPTO patents with 853,638 reactions. Predict the reaction yield, written as a fraction of the theoretical maximum amount of product (1.0 means a 100% yield; for example, 0.34 means a 34% yield). (1) The reactants are [CH:1]1([N:5]2[C:13]3[C:8](=[CH:9][CH:10]=[C:11]([N:14]4[CH2:19][CH2:18][O:17][CH2:16][CH2:15]4)[CH:12]=3)[C:7]([C:20]#[N:21])=[CH:6]2)[CH2:4][CH2:3][CH2:2]1.C(OB(OC(C)C)OC(C)C)(C)C.[Li+].CC([N-]C(C)C)C.I[C:44]1[CH:50]=[CH:49][C:47]([NH2:48])=[CH:46][CH:45]=1.C([O-])([O-])=O.[K+].[K+]. The catalyst is C1COCC1.Cl[Pd]Cl.CN(C=O)C. The product is [NH2:48][C:47]1[CH:49]=[CH:50][C:44]([C:6]2[N:5]([CH:1]3[CH2:2][CH2:3][CH2:4]3)[C:13]3[C:8]([C:7]=2[C:20]#[N:21])=[CH:9][CH:10]=[C:11]([N:14]2[CH2:15][CH2:16][O:17][CH2:18][CH2:19]2)[CH:12]=3)=[CH:45][CH:46]=1. The yield is 0.940. (2) The reactants are [CH3:1][C:2]1([CH3:11])[O:6][C@@H:5]([C:7]([O:9]C)=[O:8])[CH2:4][O:3]1.[OH-].[K+:13]. The catalyst is CO.CCOCC. The product is [K+:13].[CH3:1][C:2]1([CH3:11])[O:6][C@@H:5]([C:7]([O-:9])=[O:8])[CH2:4][O:3]1. The yield is 0.940.